Dataset: Full USPTO retrosynthesis dataset with 1.9M reactions from patents (1976-2016). Task: Predict the reactants needed to synthesize the given product. (1) Given the product [CH3:15][O:14][CH2:13][C:5]1[CH:6]=[CH:7][CH:8]=[C:9]2[C:4]=1[N:3]=[C:2]([NH:1][C:17](=[O:18])[CH3:16])[NH:11][C:10]2=[O:12], predict the reactants needed to synthesize it. The reactants are: [NH2:1][C:2]1[NH:11][C:10](=[O:12])[C:9]2[C:4](=[C:5]([CH2:13][O:14][CH3:15])[CH:6]=[CH:7][CH:8]=2)[N:3]=1.[CH3:16][C:17](OC(C)=O)=[O:18]. (2) The reactants are: [C:1]([Si:5]([CH3:19])([CH3:18])[O:6][CH2:7][CH2:8][O:9][C:10]1[CH:11]=[C:12]([CH:15]=[CH:16][CH:17]=1)[CH:13]=O)([CH3:4])([CH3:3])[CH3:2].[CH3:20][NH2:21]. Given the product [C:1]([Si:5]([CH3:19])([CH3:18])[O:6][CH2:7][CH2:8][O:9][C:10]1[CH:11]=[C:12]([CH:15]=[CH:16][CH:17]=1)[CH:13]=[N:21][CH3:20])([CH3:4])([CH3:3])[CH3:2], predict the reactants needed to synthesize it.